The task is: Predict the reactants needed to synthesize the given product.. This data is from Full USPTO retrosynthesis dataset with 1.9M reactions from patents (1976-2016). (1) Given the product [C:33]([O:37][CH2:38][CH:39]([O:41][NH:42][C:22](=[O:23])[C:21]1[CH:25]=[CH:26][C:18]([N:11]2[C@@H:12]3[CH2:17][CH2:16][CH2:15][CH2:14][C@H:13]3[N:9]([C:6]3[CH:7]=[CH:8][C:3]([C:1]#[N:2])=[C:4]([C:29]([F:31])([F:30])[F:32])[CH:5]=3)[C:10]2=[O:28])=[CH:19][C:20]=1[F:27])[CH3:40])([CH3:36])([CH3:35])[CH3:34], predict the reactants needed to synthesize it. The reactants are: [C:1]([C:3]1[CH:8]=[CH:7][C:6]([N:9]2[C@@H:13]3[CH2:14][CH2:15][CH2:16][CH2:17][C@H:12]3[N:11]([C:18]3[CH:26]=[CH:25][C:21]([C:22](O)=[O:23])=[C:20]([F:27])[CH:19]=3)[C:10]2=[O:28])=[CH:5][C:4]=1[C:29]([F:32])([F:31])[F:30])#[N:2].[C:33]([O:37][CH2:38][CH:39]([O:41][NH2:42])[CH3:40])([CH3:36])([CH3:35])[CH3:34]. (2) Given the product [CH2:1]([NH:3][C:4](=[O:5])[NH:6][C:7]1[CH:12]=[C:11]([NH:13][C:14]2[CH:15]=[CH:16][C:17]([C:18]([OH:20])=[O:19])=[CH:22][CH:23]=2)[C:10]([C:24](=[O:32])[NH:25][C:26]2[CH:27]=[N:28][CH:29]=[CH:30][CH:31]=2)=[CH:9][N:8]=1)[CH3:2], predict the reactants needed to synthesize it. The reactants are: [CH2:1]([NH:3][C:4]([NH:6][C:7]1[CH:12]=[C:11]([NH:13][C:14]2[CH:23]=[CH:22][C:17]([C:18]([O:20]C)=[O:19])=[CH:16][CH:15]=2)[C:10]([C:24](=[O:32])[NH:25][C:26]2[CH:27]=[N:28][CH:29]=[CH:30][CH:31]=2)=[CH:9][N:8]=1)=[O:5])[CH3:2].O.[OH-].[Na+].Cl. (3) Given the product [C:7]([C:9]1[CH:10]=[C:11]([C:16]2[O:20][N:19]=[C:18]([C:21]3[CH:38]=[CH:37][C:24]4[CH2:25][CH2:26][N:27]([C:30]([O:32][C:33]([CH3:36])([CH3:35])[CH3:34])=[O:31])[CH2:28][CH2:29][C:23]=4[CH:22]=3)[N:17]=2)[CH:12]=[CH:13][C:14]=1[NH:4][CH:1]([CH3:3])[CH3:2])#[N:8], predict the reactants needed to synthesize it. The reactants are: [CH:1]([NH2:4])([CH3:3])[CH3:2].[H-].[Na+].[C:7]([C:9]1[CH:10]=[C:11]([C:16]2[O:20][N:19]=[C:18]([C:21]3[CH:38]=[CH:37][C:24]4[CH2:25][CH2:26][N:27]([C:30]([O:32][C:33]([CH3:36])([CH3:35])[CH3:34])=[O:31])[CH2:28][CH2:29][C:23]=4[CH:22]=3)[N:17]=2)[CH:12]=[CH:13][C:14]=1F)#[N:8]. (4) Given the product [Cl:31][C:11]1[C:12]([CH:14]([S:23][C:24]2[CH:29]=[CH:28][C:27]([Cl:30])=[CH:26][CH:25]=2)[C:15]2[CH:20]=[C:19]([F:21])[CH:18]=[CH:17][C:16]=2[F:22])=[CH:13][C:8]([NH:32][CH2:33][CH2:34][O:35][CH2:36][CH2:37][OH:38])=[N:9][CH:10]=1, predict the reactants needed to synthesize it. The reactants are: O1CCOCC1.Cl[C:8]1[CH:13]=[C:12]([CH:14]([S:23][C:24]2[CH:29]=[CH:28][C:27]([Cl:30])=[CH:26][CH:25]=2)[C:15]2[CH:20]=[C:19]([F:21])[CH:18]=[CH:17][C:16]=2[F:22])[C:11]([Cl:31])=[CH:10][N:9]=1.[NH2:32][CH2:33][CH2:34][O:35][CH2:36][CH2:37][OH:38]. (5) Given the product [CH3:21][C:14]1[CH:13]=[C:12]([N:9]2[CH2:10][CH2:11][CH:7]([N:3]3[CH2:4][CH2:5][CH2:6][C@H:2]3[CH3:1])[CH2:8]2)[CH:17]=[CH:16][C:15]=1[NH2:18], predict the reactants needed to synthesize it. The reactants are: [CH3:1][C@@H:2]1[CH2:6][CH2:5][CH2:4][N:3]1[CH:7]1[CH2:11][CH2:10][N:9]([C:12]2[CH:17]=[CH:16][C:15]([N+:18]([O-])=O)=[C:14]([CH3:21])[CH:13]=2)[CH2:8]1.[H][H]. (6) Given the product [Cl:1][C:2]1[N:7]=[C:6]([NH:8][C:9]2[CH:14]=[CH:13][CH:12]=[C:11]([S:31][C:30]([F:40])([F:39])[F:29])[CH:10]=2)[C:5]([F:19])=[CH:4][N:3]=1, predict the reactants needed to synthesize it. The reactants are: [Cl:1][C:2]1[N:7]=[C:6]([NH:8][C:9]2[CH:14]=[CH:13][C:12]3OCCO[C:11]=3[CH:10]=2)[C:5]([F:19])=[CH:4][N:3]=1.ClC1N=C(Cl)C(F)=CN=1.[F:29][C:30]([F:40])([F:39])[S:31]C1C=C(C=CC=1)N. (7) Given the product [CH3:38][C:36]1[CH:37]=[C:32]([C:9]2[CH:10]=[C:11]3[C:15](=[CH:16][CH:17]=2)[CH2:14][C@H:13]([NH:18][S:19]([CH:22]([CH3:23])[CH3:24])(=[O:20])=[O:21])[CH2:12]3)[CH:33]=[N:34][CH:35]=1, predict the reactants needed to synthesize it. The reactants are: CC1(C)C(C)(C)OB([C:9]2[CH:10]=[C:11]3[C:15](=[CH:16][CH:17]=2)[CH2:14][C@H:13]([NH:18][S:19]([CH:22]([CH3:24])[CH3:23])(=[O:21])=[O:20])[CH2:12]3)O1.FC(F)(F)S(O[C:32]1[CH:33]=[N:34][CH:35]=[C:36]([CH3:38])[CH:37]=1)(=O)=O.C([O-])([O-])=O.[Na+].[Na+].